This data is from Catalyst prediction with 721,799 reactions and 888 catalyst types from USPTO. The task is: Predict which catalyst facilitates the given reaction. Reactant: [CH:1]([O:3][CH2:4][CH2:5][O:6][NH2:7])=[CH2:2].[CH:8]1([CH:11]=O)[CH2:10][CH2:9]1.C1(C)C=CC(S(O)(=O)=O)=CC=1.[NH+]1C=CC=CC=1.C([BH3-])#N.[Na+]. Product: [CH:8]1([CH2:11][NH:7][O:6][CH2:5][CH2:4][O:3][CH:1]=[CH2:2])[CH2:10][CH2:9]1. The catalyst class is: 162.